From a dataset of Catalyst prediction with 721,799 reactions and 888 catalyst types from USPTO. Predict which catalyst facilitates the given reaction. (1) Reactant: [CH3:1][C@H:2]1[NH:7][CH2:6][CH2:5][N:4]([C:8]([O:10][C:11]([CH3:14])([CH3:13])[CH3:12])=[O:9])[CH2:3]1.Cl[C:16]1[N:21]=[N:20][C:19]([Cl:22])=[C:18]2[CH:23]=[N:24][CH:25]=[CH:26][C:17]=12.CCN(C(C)C)C(C)C.CN1C(=O)CCC1. Product: [Cl:22][C:19]1[C:18]2[CH:23]=[N:24][CH:25]=[CH:26][C:17]=2[C:16]([N:7]2[CH2:6][CH2:5][N:4]([C:8]([O:10][C:11]([CH3:13])([CH3:12])[CH3:14])=[O:9])[CH2:3][C@H:2]2[CH3:1])=[N:21][N:20]=1. The catalyst class is: 6. (2) The catalyst class is: 882. Reactant: C1(P(C2CCCCC2)C2C=CC=CC=2C2C(C(C)C)=CC(C(C)C)=CC=2C(C)C)CCCCC1.[O:35]1[CH2:40][CH2:39][N:38]([C:41]2[C:46]([NH2:47])=[CH:45][C:44]([N:48]3[CH2:53][CH2:52][O:51][CH2:50][CH2:49]3)=[CH:43][N:42]=2)[CH2:37][CH2:36]1.Cl[C:55]1[C:64]2[C:59](=[CH:60][C:61]([F:66])=[CH:62][C:63]=2[F:65])[N:58]=[C:57]([C:67]2[C:68]([O:73][CH3:74])=[N:69][CH:70]=[CH:71][CH:72]=2)[C:56]=1[CH3:75].CC(C)([O-])C.[Na+]. Product: [N:38]1([C:41]2[C:46]([NH:47][C:55]3[C:64]4[C:59](=[CH:60][C:61]([F:66])=[CH:62][C:63]=4[F:65])[N:58]=[C:57]([C:67]4[C:68]([O:73][CH3:74])=[N:69][CH:70]=[CH:71][CH:72]=4)[C:56]=3[CH3:75])=[CH:45][C:44]([N:48]3[CH2:49][CH2:50][O:51][CH2:52][CH2:53]3)=[CH:43][N:42]=2)[CH2:39][CH2:40][O:35][CH2:36][CH2:37]1.